From a dataset of Full USPTO retrosynthesis dataset with 1.9M reactions from patents (1976-2016). Predict the reactants needed to synthesize the given product. Given the product [OH:25][C@@H:3]([C:2]([CH3:1])([CH3:30])[CH2:26][CH2:27][CH2:28][CH3:29])/[CH:4]=[CH:5]/[C@H:6]1[CH2:10][O:9][C:8](=[O:11])[N:7]1[CH2:12][CH2:13][S:14][C:15]1[S:16][CH:17]=[C:18]([C:20]([O:22][CH2:23][CH3:24])=[O:21])[N:19]=1, predict the reactants needed to synthesize it. The reactants are: [CH3:1][C:2]([CH3:30])([CH2:26][CH2:27][CH2:28][CH3:29])[C:3](=[O:25])/[CH:4]=[CH:5]/[C@H:6]1[CH2:10][O:9][C:8](=[O:11])[N:7]1[CH2:12][CH2:13][S:14][C:15]1[S:16][CH:17]=[C:18]([C:20]([O:22][CH2:23][CH3:24])=[O:21])[N:19]=1.[BH4-].[Na+].C(O)(=O)C.O.